Predict the product of the given reaction. From a dataset of Forward reaction prediction with 1.9M reactions from USPTO patents (1976-2016). (1) Given the reactants [C:1](N1C=CN=C1)(N1C=CN=C1)=[O:2].[N:13]1([C:22]2[N:27]=[C:26]([NH:28][C@H:29]3[C:38]4[C:33](=[C:34]([F:39])[CH:35]=[CH:36][CH:37]=4)[O:32][CH2:31][CH2:30]3)[C:25]([NH2:40])=[CH:24][N:23]=2)[C:17]2[CH:18]=[CH:19][CH:20]=[CH:21][C:16]=2[N:15]=[CH:14]1, predict the reaction product. The product is: [N:13]1([C:22]2[N:27]=[C:26]3[C:25]([NH:40][C:1](=[O:2])[N:28]3[C@H:29]3[C:38]4[C:33](=[C:34]([F:39])[CH:35]=[CH:36][CH:37]=4)[O:32][CH2:31][CH2:30]3)=[CH:24][N:23]=2)[C:17]2[CH:18]=[CH:19][CH:20]=[CH:21][C:16]=2[N:15]=[CH:14]1. (2) Given the reactants [CH2:1]([O:8][C:9]1[CH:14]=[CH:13][N:12]([C:15]2[CH:20]=[CH:19][C:18]3[C:21]4[CH2:27][CH2:26][N:25](C(OC(C)(C)C)=O)[CH2:24][CH2:23][C:22]=4[O:35][C:17]=3[CH:16]=2)[C:11](=[O:36])[CH:10]=1)[C:2]1[CH:7]=[CH:6][CH:5]=[CH:4][CH:3]=1.Cl.C([O-])(O)=O.[Na+], predict the reaction product. The product is: [CH2:1]([O:8][C:9]1[CH:14]=[CH:13][N:12]([C:15]2[CH:20]=[CH:19][C:18]3[C:21]4[CH2:27][CH2:26][NH:25][CH2:24][CH2:23][C:22]=4[O:35][C:17]=3[CH:16]=2)[C:11](=[O:36])[CH:10]=1)[C:2]1[CH:3]=[CH:4][CH:5]=[CH:6][CH:7]=1. (3) Given the reactants Br.C(OC([N:9]1[CH2:14][CH2:13][N:12]([C:15]2[O:16][CH2:17][CH2:18][N:19]=2)[CH2:11][CH2:10]1)=O)(C)(C)C.[ClH:20], predict the reaction product. The product is: [ClH:20].[ClH:20].[O:16]1[CH2:17][CH2:18][N:19]=[C:15]1[N:12]1[CH2:13][CH2:14][NH:9][CH2:10][CH2:11]1. (4) Given the reactants C([O:5][C:6](=O)[NH:7][C@H:8]([C@@H:19]1[O:23][C:22](=[O:24])[N:21]([C:25]2([C:28]3[CH:33]=[CH:32][CH:31]=[C:30]([CH:34]([CH3:36])[CH3:35])[CH:29]=3)[CH2:27][CH2:26]2)[CH2:20]1)[CH2:9][C:10]1[CH:15]=[CH:14][C:13]([N+:16]([O-:18])=[O:17])=[CH:12][CH:11]=1)(C)(C)C.[C:38](O)(C(F)(F)F)=O.C1(C)C=CC=CC=1.CC(OC(C)=O)=O, predict the reaction product. The product is: [CH:34]([C:30]1[CH:29]=[C:28]([C:25]2([N:21]3[CH2:20][C@H:19]([C@@H:8]([NH:7][C:6](=[O:5])[CH3:38])[CH2:9][C:10]4[CH:11]=[CH:12][C:13]([N+:16]([O-:18])=[O:17])=[CH:14][CH:15]=4)[O:23][C:22]3=[O:24])[CH2:26][CH2:27]2)[CH:33]=[CH:32][CH:31]=1)([CH3:35])[CH3:36]. (5) Given the reactants Cl.[N:2]([O-])=O.[Na+].[NH2:6][C:7]1[CH:12]=[CH:11][CH:10]=[CH:9][CH:8]=1.C([O-])(=O)C.[Na+].[C:18](#[N:22])[CH2:19][C:20]#[N:21], predict the reaction product. The product is: [C:7]1([N:6]=[N:2][CH:19]([C:18]#[N:22])[C:20]#[N:21])[CH:12]=[CH:11][CH:10]=[CH:9][CH:8]=1.